The task is: Predict the reaction yield, written as a fraction of the theoretical maximum amount of product (1.0 means a 100% yield; for example, 0.34 means a 34% yield).. This data is from Reaction yield outcomes from USPTO patents with 853,638 reactions. (1) The reactants are Cl[C:2]1[N:3]=[C:4]([NH:11][C:12]2[CH:17]=[CH:16][C:15]([O:18][CH3:19])=[C:14]([O:20][CH3:21])[CH:13]=2)[C:5]2[N:10]=[CH:9][S:8][C:6]=2[N:7]=1.CC1(C)C(C)(C)OB([C:30]2[CH:31]=[C:32]([CH:45]=[CH:46][CH:47]=2)/[CH:33]=[CH:34]/[C:35]2[CH:44]=[CH:43][C:38]([C:39]([O:41][CH3:42])=[O:40])=[CH:37][CH:36]=2)O1.C([O-])([O-])=O.[Na+].[Na+].O. The catalyst is O1CCOCC1.C1C=CC([P]([Pd]([P](C2C=CC=CC=2)(C2C=CC=CC=2)C2C=CC=CC=2)([P](C2C=CC=CC=2)(C2C=CC=CC=2)C2C=CC=CC=2)[P](C2C=CC=CC=2)(C2C=CC=CC=2)C2C=CC=CC=2)(C2C=CC=CC=2)C2C=CC=CC=2)=CC=1. The product is [CH3:21][O:20][C:14]1[CH:13]=[C:12]([NH:11][C:4]2[C:5]3[N:10]=[CH:9][S:8][C:6]=3[N:7]=[C:2]([C:30]3[CH:31]=[C:32]([CH:45]=[CH:46][CH:47]=3)/[CH:33]=[CH:34]/[C:35]3[CH:36]=[CH:37][C:38]([C:39]([O:41][CH3:42])=[O:40])=[CH:43][CH:44]=3)[N:3]=2)[CH:17]=[CH:16][C:15]=1[O:18][CH3:19]. The yield is 0.370. (2) The reactants are CN(C)C=O.[F:6][C:7]1[CH:14]=[C:13]([OH:15])[CH:12]=[CH:11][C:8]=1[CH:9]=[O:10].[H-].[Na+].Cl[CH2:19][C:20]1[CH:25]=[CH:24][C:23]([F:26])=[CH:22][N:21]=1. The catalyst is O. The product is [F:6][C:7]1[CH:14]=[C:13]([O:15][CH2:19][C:20]2[CH:25]=[CH:24][C:23]([F:26])=[CH:22][N:21]=2)[CH:12]=[CH:11][C:8]=1[CH:9]=[O:10]. The yield is 0.422. (3) The reactants are [CH3:1][C:2]1[CH:7]=[CH:6][C:5]([SH:8])=[CH:4][CH:3]=1.[H-].[Na+].[CH2:11]([O:13][C:14](=[O:17])[CH2:15]Br)[CH3:12]. The catalyst is C1COCC1. The product is [CH2:11]([O:13][C:14](=[O:17])[CH2:15][S:8][C:5]1[CH:6]=[CH:7][C:2]([CH3:1])=[CH:3][CH:4]=1)[CH3:12]. The yield is 0.990. (4) The reactants are CC(P(C(C)(C)C)C1C(C2C=CC=CC=2)=CC=CC=1)(C)C.C([O-])([O-])=O.[Cs+].[Cs+].Br[C:29]1[C:30]([CH2:39][N:40]([C:44]([O:46][C:47]([CH3:50])([CH3:49])[CH3:48])=[O:45])[CH2:41][CH2:42][OH:43])=[N:31][CH:32]=[C:33]([CH:38]=1)[C:34]([O:36][CH3:37])=[O:35]. The catalyst is O1CCOCC1.CCOC(C)=O.O.CC([O-])=O.CC([O-])=O.[Pd+2]. The product is [O:43]1[C:29]2[CH:38]=[C:33]([C:34]([O:36][CH3:37])=[O:35])[CH:32]=[N:31][C:30]=2[CH2:39][N:40]([C:44]([O:46][C:47]([CH3:50])([CH3:49])[CH3:48])=[O:45])[CH2:41][CH2:42]1. The yield is 0.500. (5) The catalyst is CO. The yield is 0.830. The product is [Br:1][C:2]1[C:3]2[CH:4]3[CH2:13][CH:5]3[CH2:6][NH:7][C:8]=2[CH:9]=[CH:10][CH:11]=1. The reactants are [Br:1][C:2]1[C:3]2[CH:4]3[CH2:13][CH:5]3[C:6](=O)[NH:7][C:8]=2[CH:9]=[CH:10][CH:11]=1.Cl. (6) The reactants are Br[C:2]1[CH:7]=[CH:6][C:5]([Br:8])=[CH:4][C:3]=1[N+:9]([O-:11])=[O:10].[CH:12]1([CH2:15][NH2:16])[CH2:14][CH2:13]1. No catalyst specified. The product is [Br:8][C:5]1[CH:6]=[CH:7][C:2]([NH:16][CH2:15][CH:12]2[CH2:14][CH2:13]2)=[C:3]([N+:9]([O-:11])=[O:10])[CH:4]=1. The yield is 1.00. (7) The reactants are B1([O-])OO1.[OH2:5].[OH2:6].O.O.[Na+].[CH3:10][N:11]([C:18]1[S:19][C:20]([C:23]2[CH:24]=[N:25][CH:26]=[CH:27][CH:28]=2)=[N:21][N:22]=1)[C:12](=[O:17])[CH2:13][CH2:14][S:15][CH3:16]. The catalyst is C(O)(=O)C.C(=O)(O)[O-].[Na+]. The product is [CH3:10][N:11]([C:18]1[S:19][C:20]([C:23]2[CH:24]=[N:25][CH:26]=[CH:27][CH:28]=2)=[N:21][N:22]=1)[C:12](=[O:17])[CH2:13][CH2:14][S:15]([CH3:16])(=[O:6])=[O:5]. The yield is 0.820. (8) The reactants are [N+:1]([C:4]1[CH:5]=[C:6]([CH:20]=[C:21]([O:23][CH2:24][CH2:25][C:26]2[S:30][CH:29]=[N:28][C:27]=2[CH3:31])[CH:22]=1)[C:7]([NH:9][C:10]1[CH:15]=[CH:14][C:13]([C:16]([O:18]C)=[O:17])=[CH:12][N:11]=1)=[O:8])([O-])=O.C(O)C.[H][H]. The catalyst is [Pd].C(OCC)(=O)C. The product is [NH2:1][C:4]1[CH:5]=[C:6]([CH:20]=[C:21]([O:23][CH2:24][CH2:25][C:26]2[S:30][CH:29]=[N:28][C:27]=2[CH3:31])[CH:22]=1)[C:7]([NH:9][C:10]1[CH:15]=[CH:14][C:13]([C:16]([OH:18])=[O:17])=[CH:12][N:11]=1)=[O:8]. The yield is 0.600.